From a dataset of Acute oral toxicity (LD50) regression data from Zhu et al.. Regression/Classification. Given a drug SMILES string, predict its toxicity properties. Task type varies by dataset: regression for continuous values (e.g., LD50, hERG inhibition percentage) or binary classification for toxic/non-toxic outcomes (e.g., AMES mutagenicity, cardiotoxicity, hepatotoxicity). Dataset: ld50_zhu. The compound is ClC1=C(Cl)C2(Cl)C3C(Br)C=CC3C1(Cl)C2(Cl)Cl. The rat oral LD50 is 2.60, given as -log10 of the dose in mol/kg body weight (higher means more acutely toxic).